This data is from Forward reaction prediction with 1.9M reactions from USPTO patents (1976-2016). The task is: Predict the product of the given reaction. (1) The product is: [Cl:15][C:7]1[C:8]([O:10][CH3:11])=[CH:9][C:2]([F:1])=[C:3]([CH:6]=1)[CH:4]=[O:5]. Given the reactants [F:1][C:2]1[CH:9]=[C:8]([O:10][CH3:11])[CH:7]=[CH:6][C:3]=1[CH:4]=[O:5].S(Cl)([Cl:15])(=O)=O, predict the reaction product. (2) Given the reactants CC1(C)C(C)(C)OB([C:9]2[CH:14]=[CH:13][C:12]([C:15]3[S:16][CH:17]=[CH:18][C:19]=3[NH:20][S:21]([CH:24]([CH3:26])[CH3:25])(=[O:23])=[O:22])=[CH:11][CH:10]=2)O1.[CH3:28][O:29][C:30](=[O:41])[C:31]1[CH:36]=[CH:35][CH:34]=[C:33]([N+:37]([O-:39])=[O:38])[C:32]=1Br.C([O-])([O-])=O.[Na+].[Na+].O1CCOCC1, predict the reaction product. The product is: [CH3:28][O:29][C:30]([C:31]1[C:32]([C:9]2[CH:10]=[CH:11][C:12]([C:15]3[S:16][CH:17]=[CH:18][C:19]=3[NH:20][S:21]([CH:24]([CH3:25])[CH3:26])(=[O:22])=[O:23])=[CH:13][CH:14]=2)=[C:33]([N+:37]([O-:39])=[O:38])[CH:34]=[CH:35][CH:36]=1)=[O:41]. (3) Given the reactants [Cl:1][C:2]1[C:3]([NH2:8])=[N:4][CH:5]=[CH:6][CH:7]=1.Br[CH2:10][C:11](=O)[CH2:12][CH3:13].C(=O)(O)[O-].[Na+], predict the reaction product. The product is: [Cl:1][C:2]1[C:3]2[N:4]([CH:10]=[C:11]([CH2:12][CH3:13])[N:8]=2)[CH:5]=[CH:6][CH:7]=1. (4) Given the reactants [Br:1][C:2]1[CH:11]=[C:10]2[C:5]([N:6]=[CH:7][C:8](Cl)=[N:9]2)=[CH:4][CH:3]=1.[NH:13]1[CH2:18][CH2:17][O:16][CH2:15][CH2:14]1.C([O-])([O-])=O.[K+].[K+], predict the reaction product. The product is: [Br:1][C:2]1[CH:11]=[C:10]2[C:5]([N:6]=[CH:7][C:8]([N:13]3[CH2:18][CH2:17][O:16][CH2:15][CH2:14]3)=[N:9]2)=[CH:4][CH:3]=1. (5) Given the reactants [Cl:1][C:2]1[N:7]=[C:6]([CH2:8]Cl)[C:5]([C:10]([O:12][CH3:13])=[O:11])=[CH:4][CH:3]=1.C(=O)([O-])[O-].[K+].[K+].[NH:20]1[CH2:25][CH2:24][O:23][CH2:22][CH2:21]1.O, predict the reaction product. The product is: [Cl:1][C:2]1[N:7]=[C:6]([CH2:8][N:20]2[CH2:25][CH2:24][O:23][CH2:22][CH2:21]2)[C:5]([C:10]([O:12][CH3:13])=[O:11])=[CH:4][CH:3]=1. (6) Given the reactants [CH3:1][O:2][C:3](=[O:29])[CH2:4][C@H:5]1[C:9]2[CH:10]=[CH:11][C:12]([O:14][C@H:15]3[C:23]4[C:18](=[C:19](Br)[C:20]([C:24]([F:27])([F:26])[F:25])=[CH:21][CH:22]=4)[CH2:17][CH2:16]3)=[CH:13][C:8]=2[O:7][CH2:6]1.[N:30]1([CH2:36][B-](F)(F)F)[CH2:35][CH2:34][CH2:33][CH2:32][CH2:31]1.[K+], predict the reaction product. The product is: [CH3:1][O:2][C:3](=[O:29])[CH2:4][C@H:5]1[C:9]2[CH:10]=[CH:11][C:12]([O:14][C@H:15]3[C:23]4[C:18](=[C:19]([CH2:36][N:30]5[CH2:35][CH2:34][CH2:33][CH2:32][CH2:31]5)[C:20]([C:24]([F:27])([F:26])[F:25])=[CH:21][CH:22]=4)[CH2:17][CH2:16]3)=[CH:13][C:8]=2[O:7][CH2:6]1. (7) Given the reactants [Br:1][C:2]1[N:7]=[C:6]([CH:8]([C:10]2[CH:15]=[CH:14][CH:13]=[C:12]([O:16][CH3:17])[N:11]=2)O)[CH:5]=[CH:4][CH:3]=1.O=S(Cl)[Cl:20], predict the reaction product. The product is: [Br:1][C:2]1[CH:3]=[CH:4][CH:5]=[C:6]([CH:8]([Cl:20])[C:10]2[CH:15]=[CH:14][CH:13]=[C:12]([O:16][CH3:17])[N:11]=2)[N:7]=1. (8) Given the reactants Br[CH2:2][C:3]1[CH:25]=[C:24]([Cl:26])[C:6]([C:7]([C:9]2[C:17]3[C:12](=[C:13]([NH:18][C:19]([CH:21]4[CH2:23][CH2:22]4)=[O:20])[N:14]=[CH:15][CH:16]=3)[NH:11][CH:10]=2)=[O:8])=[C:5]([Cl:27])[CH:4]=1.C(=O)([O-])[O-].[Cs+].[Cs+].[CH3:34][NH2:35], predict the reaction product. The product is: [Cl:27][C:5]1[CH:4]=[C:3]([CH2:2][NH:35][CH3:34])[CH:25]=[C:24]([Cl:26])[C:6]=1[C:7]([C:9]1[C:17]2[C:12](=[C:13]([NH:18][C:19]([CH:21]3[CH2:22][CH2:23]3)=[O:20])[N:14]=[CH:15][CH:16]=2)[NH:11][CH:10]=1)=[O:8].